The task is: Predict the reaction yield, written as a fraction of the theoretical maximum amount of product (1.0 means a 100% yield; for example, 0.34 means a 34% yield).. This data is from Reaction yield outcomes from USPTO patents with 853,638 reactions. (1) The reactants are [CH3:1][NH:2][CH3:3].[Br:4][C:5]1[N:10]=[CH:9][C:8]([CH:11]=O)=[CH:7][CH:6]=1.[BH4-].[Na+]. The catalyst is CO.CC(C)[O-].CC(C)[O-].CC(C)[O-].CC(C)[O-].[Ti+4]. The product is [Br:4][C:5]1[N:10]=[CH:9][C:8]([CH2:11][N:2]([CH3:3])[CH3:1])=[CH:7][CH:6]=1. The yield is 0.470. (2) The reactants are [NH:1]1[C:9]2[C:4](=[CH:5][CH:6]=[CH:7][C:8]=2[CH2:10][NH:11][CH3:12])[CH:3]=[CH:2]1.Cl.Cl.[CH3:15][N:16]1[CH2:22][C:21]2[CH:23]=[C:24](/[CH:27]=[CH:28]/[C:29]([OH:31])=O)[CH:25]=[N:26][C:20]=2[NH:19][C:18](=[O:32])[CH2:17]1.C1C=CC2N(O)N=NC=2C=1.C(N(C(C)C)CC)(C)C.CCN=C=NCCCN(C)C.Cl. The catalyst is CN(C=O)C.O. The product is [NH:1]1[C:9]2[C:4](=[CH:5][CH:6]=[CH:7][C:8]=2[CH2:10][N:11]([CH3:12])[C:29](=[O:31])/[CH:28]=[CH:27]/[C:24]2[CH:25]=[N:26][C:20]3[NH:19][C:18](=[O:32])[CH2:17][N:16]([CH3:15])[CH2:22][C:21]=3[CH:23]=2)[CH:3]=[CH:2]1. The yield is 0.790. (3) The reactants are C(Cl)(=O)C(Cl)=O.CS(C)=O.[OH:11][CH:12]1[CH2:15][N:14]([C:16]([O:18][C:19]([CH3:22])([CH3:21])[CH3:20])=[O:17])[CH2:13]1.C(N(CC)CC)C. The catalyst is C(Cl)Cl. The product is [O:11]=[C:12]1[CH2:15][N:14]([C:16]([O:18][C:19]([CH3:22])([CH3:21])[CH3:20])=[O:17])[CH2:13]1. The yield is 0.911. (4) The reactants are C(N(C(C)C)CC)(C)C.[F:10][C:11]1[CH:12]=[C:13]([CH:15]=[C:16]([F:18])[CH:17]=1)[NH2:14].[O:19]=[C:20]1[C:24]([C:25]2[CH:30]=[CH:29][C:28]([C:31]([F:34])([F:33])[F:32])=[CH:27][CH:26]=2)=[N:23][C:22]2([CH2:38][CH2:37][CH2:36][CH2:35]2)[N:21]1[CH2:39][C:40](O)=[O:41].CN(C(ON1N=NC2C=CC=NC1=2)=[N+](C)C)C.F[P-](F)(F)(F)(F)F. The catalyst is C(Cl)Cl. The product is [F:10][C:11]1[CH:12]=[C:13]([NH:14][C:40](=[O:41])[CH2:39][N:21]2[C:22]3([CH2:35][CH2:36][CH2:37][CH2:38]3)[N:23]=[C:24]([C:25]3[CH:30]=[CH:29][C:28]([C:31]([F:32])([F:33])[F:34])=[CH:27][CH:26]=3)[C:20]2=[O:19])[CH:15]=[C:16]([F:18])[CH:17]=1. The yield is 0.590. (5) The reactants are C([NH:5][S:6]([C:9]1[CH:14]=[CH:13][C:12]([CH2:15][N:16]2[C:20]([CH:21]=[O:22])=[C:19]([Cl:23])[N:18]=[C:17]2[CH2:24][CH2:25][CH2:26][CH3:27])=[CH:11][CH:10]=1)(=[O:8])=[O:7])(C)(C)C.C(O)(C(F)(F)F)=O. The catalyst is C(Cl)Cl. The product is [CH2:24]([C:17]1[N:16]([CH2:15][C:12]2[CH:13]=[CH:14][C:9]([S:6]([NH2:5])(=[O:7])=[O:8])=[CH:10][CH:11]=2)[C:20]([CH:21]=[O:22])=[C:19]([Cl:23])[N:18]=1)[CH2:25][CH2:26][CH3:27]. The yield is 1.00. (6) The reactants are [Br:1][C:2]1[S:3][C:4]([C:11]2[CH:16]=[CH:15][CH:14]=[CH:13][CH:12]=2)=[CH:5][C:6]=1[C:7]([O:9]C)=[O:8].[OH-].[Na+]. The catalyst is C(O)C.O. The product is [Br:1][C:2]1[S:3][C:4]([C:11]2[CH:12]=[CH:13][CH:14]=[CH:15][CH:16]=2)=[CH:5][C:6]=1[C:7]([OH:9])=[O:8]. The yield is 0.950.